Dataset: Forward reaction prediction with 1.9M reactions from USPTO patents (1976-2016). Task: Predict the product of the given reaction. (1) Given the reactants FC(F)(F)C(OC1C(OC(=O)C(F)(F)F)=C(I)C=CC=1)=[O:4].C(=O)([O-])[O-].[Cs+].[Cs+].[CH3:28][O:29][C:30]1[C@@:31]2([CH2:57][CH:58]=[C:59]([CH3:61])[CH3:60])[CH2:37][CH:35]3[O:36][C@@:32]2([O:55][CH3:56])[C@H:33]([CH2:53][CH:54]=1)[C@@:34]3([CH2:39][CH2:40][CH2:41][C:42]([O:45][Si:46]([CH2:51][CH3:52])([CH2:49][CH3:50])[CH2:47][CH3:48])([CH3:44])[CH3:43])[CH3:38].O=O.CCCCCCCCC.C(OO)(C)(C)C, predict the reaction product. The product is: [CH3:28][O:29][C:30]1[C@@:31]2([CH2:57][CH:58]=[C:59]([CH3:60])[CH3:61])[CH2:37][CH:35]3[O:36][C@@:32]2([O:55][CH3:56])[C@H:33]([C:53](=[O:4])[CH:54]=1)[C@:34]3([CH3:38])[CH2:39][CH2:40][CH2:41][C:42]([CH3:43])([O:45][Si:46]([CH2:49][CH3:50])([CH2:51][CH3:52])[CH2:47][CH3:48])[CH3:44]. (2) Given the reactants [Cl:1][C:2]1[CH:7]=[CH:6][C:5]([Cl:8])=[CH:4][C:3]=1[OH:9].Cl[CH2:11][C:12]1([C:15]([N:17]2[C:26]3[C:21](=[CH:22][CH:23]=[CH:24][CH:25]=3)[N:20]([CH:27]3[CH2:29][CH2:28]3)[CH2:19][CH2:18]2)=[O:16])[CH2:14][CH2:13]1.C(=O)([O-])[O-].[K+].[K+], predict the reaction product. The product is: [CH:27]1([N:20]2[C:21]3[C:26](=[CH:25][CH:24]=[CH:23][CH:22]=3)[N:17]([C:15]([C:12]3([CH2:11][O:9][C:3]4[CH:4]=[C:5]([Cl:8])[CH:6]=[CH:7][C:2]=4[Cl:1])[CH2:14][CH2:13]3)=[O:16])[CH2:18][CH2:19]2)[CH2:28][CH2:29]1. (3) Given the reactants [CH2:1]([N:5]([CH2:37][CH2:38][CH2:39][CH3:40])[C:6]([C:8]1[CH:12]=[C:11]([CH3:13])[N:10]([C:14]2[CH:19]=[CH:18][C:17]([N+:20]([O-])=O)=[CH:16][C:15]=2[C:23]([N:25]2[C@H:34]([CH2:35][OH:36])[CH2:33][C:32]3[C:27](=[CH:28][CH:29]=[CH:30][CH:31]=3)[CH2:26]2)=[O:24])[N:9]=1)=[O:7])[CH2:2][CH2:3][CH3:4], predict the reaction product. The product is: [NH2:20][C:17]1[CH:18]=[CH:19][C:14]([N:10]2[C:11]([CH3:13])=[CH:12][C:8]([C:6]([N:5]([CH2:37][CH2:38][CH2:39][CH3:40])[CH2:1][CH2:2][CH2:3][CH3:4])=[O:7])=[N:9]2)=[C:15]([C:23]([N:25]2[C@H:34]([CH2:35][OH:36])[CH2:33][C:32]3[C:27](=[CH:28][CH:29]=[CH:30][CH:31]=3)[CH2:26]2)=[O:24])[CH:16]=1. (4) Given the reactants [NH:1]1[C:9]2[C:4](=[CH:5][CH:6]=[CH:7][CH:8]=2)[C:3](C=O)=[CH:2]1.[OH-].[K+].[C:14]1([S:20](Cl)(=[O:22])=[O:21])[CH:19]=[CH:18][CH:17]=[CH:16][CH:15]=1.[CH2:24]([OH:26])C, predict the reaction product. The product is: [C:14]1([S:20]([N:1]2[C:9]3[C:4](=[CH:5][C:6]([CH:24]=[O:26])=[CH:7][CH:8]=3)[CH:3]=[CH:2]2)(=[O:22])=[O:21])[CH:19]=[CH:18][CH:17]=[CH:16][CH:15]=1. (5) The product is: [N:6]1[CH:7]=[CH:8][CH:9]=[C:10]2[CH2:11][NH:16][C:3](=[O:2])[C:5]=12. Given the reactants C[O:2][C:3]([C:5]1[C:10]([CH3:11])=[CH:9][CH:8]=[CH:7][N:6]=1)=O.C1C(=O)[N:16](Br)C(=O)C1.N(C1(C#N)CCCCC1)=NC1(C#N)CCCCC1, predict the reaction product. (6) Given the reactants [CH3:1][O:2][C:3]1[CH:10]=[CH:9][CH:8]=[CH:7][C:4]=1[CH:5]=O.[NH2:11][C:12]1[CH:16]=[CH:15][NH:14][N:13]=1.[C:17]([O:23][CH2:24][CH3:25])(=[O:22])[CH2:18][C:19]([CH3:21])=O, predict the reaction product. The product is: [CH3:1][O:2][C:3]1[CH:10]=[CH:9][CH:8]=[CH:7][C:4]=1[CH:5]1[C:18]([C:17]([O:23][CH2:24][CH3:25])=[O:22])=[C:19]([CH3:21])[NH:11][C:12]2=[N:13][NH:14][CH:15]=[C:16]12. (7) Given the reactants [CH2:1]([O:4][CH2:5][CH2:6][CH2:7][CH2:8][CH2:9][CH2:10][CH2:11][CH3:12])[CH:2]=[CH2:3].[PH2:13]([OH:15])=[O:14].C1C(C(OOC(C)(C)C)=O)=CC=CC=1.CCCCCCC, predict the reaction product. The product is: [CH2:5]([O:4][CH2:1][CH2:2][CH2:3][PH:13](=[O:14])[OH:15])[CH2:6][CH2:7][CH2:8][CH2:9][CH2:10][CH2:11][CH3:12].